This data is from Catalyst prediction with 721,799 reactions and 888 catalyst types from USPTO. The task is: Predict which catalyst facilitates the given reaction. Reactant: [C:1]1(=[O:11])[O:6][C:4](=[O:5])[C:3]2=CC=CC=[C:2]12.[NH2:12][C:13]1[CH:14]=[C:15]2[C:19](=[CH:20][CH:21]=1)[NH:18][N:17]=[CH:16]2. Product: [NH:18]1[C:19]2[C:15](=[CH:14][C:13]([NH:12][C:1](=[O:11])[CH2:2][CH2:3][C:4]([OH:6])=[O:5])=[CH:21][CH:20]=2)[CH:16]=[N:17]1. The catalyst class is: 21.